This data is from Forward reaction prediction with 1.9M reactions from USPTO patents (1976-2016). The task is: Predict the product of the given reaction. (1) The product is: [CH3:1][C:2]1([CH3:30])[CH2:7][CH2:6][C:5]([C:8]2[CH:43]=[C:10]([C:24]3([N:36]4[CH2:37][CH2:38][N:33]([CH2:31][CH3:32])[CH2:34][CH2:35]4)[CH2:25][CH2:26][CH2:27][CH2:28]3)[CH:11]=[CH:12][C:13]=2[NH:14][C:15]([C:17]2[NH:23][CH:22]=[C:20]([C:19]#[N:18])[N:21]=2)=[O:16])=[CH:4][CH2:3]1. Given the reactants [CH3:1][C:2]1([CH3:30])[CH2:7][CH2:6][C:5]([C:8]2[C:13]([NH:14][C:15]([C:17]3[NH:18][CH:19]=[C:20]([C:22]#[N:23])[N:21]=3)=[O:16])=[CH:12][CH:11]=[C:10]([C:24]3(O)[CH2:28][CH2:27][CH2:26][CH2:25]3)N=2)=[CH:4][CH2:3]1.[CH2:31]([N:33]1[CH2:38][CH2:37][NH:36][CH2:35][CH2:34]1)[CH3:32].S(Cl)(Cl)=O.[CH2:43](Cl)Cl, predict the reaction product. (2) Given the reactants [CH2:1]([C:5]1([CH2:68][CH2:69][CH2:70][CH3:71])[C:17]2[CH:16]=[C:15]([N:18]([C:47]3[CH:59]=[CH:58][C:57]4[C:56]5[C:51](=[CH:52][CH:53]=[CH:54][CH:55]=5)[C:50]([CH2:64][CH2:65][CH2:66][CH3:67])([CH2:60][CH2:61][CH2:62][CH3:63])[C:49]=4[CH:48]=3)[C:19]3[CH:31]=[C:30]4[C:22]([C:23]5[CH:24]=[CH:25][C:26]([C:40]6[S:44][C:43]([CH:45]=O)=[CH:42][CH:41]=6)=[CH:27][C:28]=5[C:29]4([CH2:36][CH2:37][CH2:38][CH3:39])[CH2:32][CH2:33][CH2:34][CH3:35])=[CH:21][CH:20]=3)[CH:14]=[CH:13][C:12]=2[C:11]2[C:6]1=[CH:7][CH:8]=[CH:9][CH:10]=2)[CH2:2][CH2:3][CH3:4].[C:72]([CH2:74][C:75]([OH:77])=[O:76])#[N:73], predict the reaction product. The product is: [CH2:1]([C:5]1([CH2:68][CH2:69][CH2:70][CH3:71])[C:17]2[CH:16]=[C:15]([N:18]([C:47]3[CH:59]=[CH:58][C:57]4[C:56]5[C:51](=[CH:52][CH:53]=[CH:54][CH:55]=5)[C:50]([CH2:60][CH2:61][CH2:62][CH3:63])([CH2:64][CH2:65][CH2:66][CH3:67])[C:49]=4[CH:48]=3)[C:19]3[CH:31]=[C:30]4[C:22]([C:23]5[CH:24]=[CH:25][C:26]([C:40]6[S:44][C:43]([CH:45]=[C:74]([C:72]#[N:73])[C:75]([OH:77])=[O:76])=[CH:42][CH:41]=6)=[CH:27][C:28]=5[C:29]4([CH2:32][CH2:33][CH2:34][CH3:35])[CH2:36][CH2:37][CH2:38][CH3:39])=[CH:21][CH:20]=3)[CH:14]=[CH:13][C:12]=2[C:11]2[C:6]1=[CH:7][CH:8]=[CH:9][CH:10]=2)[CH2:2][CH2:3][CH3:4]. (3) Given the reactants C1COCC1.[Br:6][C:7]1[CH:8]=[C:9]([Mg]Br)[CH:10]=[CH:11][CH:12]=1.[CH2:15]([N:22]1[CH2:27][CH:26]=[C:25]([C:28]([O:30][CH3:31])=[O:29])[CH2:24][CH2:23]1)[C:16]1[CH:21]=[CH:20][CH:19]=[CH:18][CH:17]=1, predict the reaction product. The product is: [CH2:15]([N:22]1[CH2:27][CH2:26][CH:25]([C:28]([O:30][CH3:31])=[O:29])[CH:24]([C:9]2[CH:10]=[CH:11][CH:12]=[C:7]([Br:6])[CH:8]=2)[CH2:23]1)[C:16]1[CH:17]=[CH:18][CH:19]=[CH:20][CH:21]=1. (4) Given the reactants [Br:1][C:2]1[CH:13]=[CH:12][C:5]2[C:6](=[O:11])[NH:7][S:8](=[O:10])(=[O:9])[C:4]=2[CH:3]=1.[H-].[Na+].[CH3:16][Si:17]([CH2:20][CH2:21][O:22][CH2:23]Cl)([CH3:19])[CH3:18], predict the reaction product. The product is: [Br:1][C:2]1[CH:13]=[CH:12][C:5]2[C:6](=[O:11])[N:7]([CH2:23][O:22][CH2:21][CH2:20][Si:17]([CH3:19])([CH3:18])[CH3:16])[S:8](=[O:10])(=[O:9])[C:4]=2[CH:3]=1. (5) Given the reactants [CH3:1][CH:2]1[O:7][CH2:6][CH2:5][NH:4][CH2:3]1.Br[C:9]1[CH:10]=[CH:11][C:12]2[O:13][CH2:14][C:15](=[O:19])[NH:16][C:17]=2[N:18]=1, predict the reaction product. The product is: [CH3:1][CH:2]1[CH2:3][N:4]([C:9]2[CH:10]=[CH:11][C:12]3[O:13][CH2:14][C:15](=[O:19])[NH:16][C:17]=3[N:18]=2)[CH2:5][CH2:6][O:7]1. (6) Given the reactants [NH2:1][C:2]1[C:7]([C:8]#[N:9])=[C:6]([N:10]2[CH2:15][CH2:14][CH:13]([C:16]3[N:17]([CH2:32][CH2:33][NH:34]CC4CC4)[CH:18]=[C:19]([C:21]4[CH:26]=[CH:25][C:24]([F:27])=[C:23]([C:28]([F:31])([F:30])[F:29])[CH:22]=4)[N:20]=3)[CH2:12][CH2:11]2)[N:5]=[CH:4][N:3]=1.[CH:39](N)([CH3:41])[CH3:40], predict the reaction product. The product is: [NH2:1][C:2]1[C:7]([C:8]#[N:9])=[C:6]([N:10]2[CH2:15][CH2:14][CH:13]([C:16]3[N:17]([CH2:32][CH2:33][NH:34][CH:39]([CH3:41])[CH3:40])[CH:18]=[C:19]([C:21]4[CH:26]=[CH:25][C:24]([F:27])=[C:23]([C:28]([F:29])([F:30])[F:31])[CH:22]=4)[N:20]=3)[CH2:12][CH2:11]2)[N:5]=[CH:4][N:3]=1. (7) Given the reactants [OH:1][CH2:2][C:3]1[N:13]=[CH:12][C:6]2[O:7][CH2:8][C:9](=[O:11])[NH:10][C:5]=2[CH:4]=1.C1COCC1, predict the reaction product. The product is: [O:11]=[C:9]1[CH2:8][O:7][C:6]2[CH:12]=[N:13][C:3]([CH:2]=[O:1])=[CH:4][C:5]=2[NH:10]1. (8) Given the reactants C(S([O-])(=O)=O)(F)(F)F.C(S([O-])(=O)=O)(F)(F)F.C(S([O-])(=O)=O)(F)(F)F.[Yb+3].[CH3:26][C:27]1[O:31][N:30]=[C:29]([C:32]2[CH:37]=[CH:36][C:35]([NH2:38])=[CH:34][CH:33]=2)[N:28]=1.[F:39][C:40]1[C:45]2[CH2:46][O:47][CH2:48][O:49][C:44]=2[C:43]([O:50][CH3:51])=[CH:42][C:41]=1[CH:52]=O.C[Si]([C:58]#[N:59])(C)C, predict the reaction product. The product is: [F:39][C:40]1[C:45]2[CH2:46][O:47][CH2:48][O:49][C:44]=2[C:43]([O:50][CH3:51])=[CH:42][C:41]=1[CH:52]([NH:38][C:35]1[CH:36]=[CH:37][C:32]([C:29]2[N:28]=[C:27]([CH3:26])[O:31][N:30]=2)=[CH:33][CH:34]=1)[C:58]#[N:59]. (9) Given the reactants [Cl:1][C:2]1[CH:7]=[C:6]([O:8][CH3:9])[CH:5]=[C:4]([Cl:10])[CH:3]=1.[Li]C(CC)C.CN([CH:19]=[O:20])C, predict the reaction product. The product is: [Cl:1][C:2]1[CH:3]=[C:4]([Cl:10])[CH:5]=[C:6]([O:8][CH3:9])[C:7]=1[CH:19]=[O:20]. (10) Given the reactants [Cl:1][C:2]1[C:11]2[C:6](=[CH:7][CH:8]=[CH:9][CH:10]=2)[C:5](Cl)=[N:4][N:3]=1.[F-].[K+].CC([N:18](C)C)=O, predict the reaction product. The product is: [NH2:18][C:5]1[C:6]2[C:11](=[CH:10][CH:9]=[CH:8][CH:7]=2)[C:2]([Cl:1])=[N:3][N:4]=1.